From a dataset of Forward reaction prediction with 1.9M reactions from USPTO patents (1976-2016). Predict the product of the given reaction. (1) Given the reactants C[O:2][C:3]([C@H:5]1[CH2:9][CH2:8][CH2:7][N:6]1[CH2:10][C:11]1[C:12]([NH2:18])=[N:13][CH:14]=[C:15]([Br:17])[CH:16]=1)=O.[H-].[Na+], predict the reaction product. The product is: [Br:17][C:15]1[CH:14]=[N:13][C:12]2[NH:18][C:3](=[O:2])[C@@H:5]3[N:6]([CH2:7][CH2:8][CH2:9]3)[CH2:10][C:11]=2[CH:16]=1. (2) Given the reactants Cl[C:2]1[N:7]=[CH:6][N:5]=[C:4]([C:8]([N:10]2[C:18]3[C:13](=[CH:14][C:15]([F:19])=[CH:16][CH:17]=3)[CH2:12][CH2:11]2)=[O:9])[CH:3]=1.Cl.[NH:21]1[C:26]2[N:27]=[CH:28][CH:29]=[CH:30][C:25]=2[C:24]2([CH2:35][CH2:34][NH:33][CH2:32][CH2:31]2)[O:23][C:22]1=[O:36].CCN(C(C)C)C(C)C, predict the reaction product. The product is: [F:19][C:15]1[CH:14]=[C:13]2[C:18](=[CH:17][CH:16]=1)[N:10]([C:8]([C:4]1[N:5]=[CH:6][N:7]=[C:2]([N:33]3[CH2:32][CH2:31][C:24]4([O:23][C:22](=[O:36])[NH:21][C:26]5[N:27]=[CH:28][CH:29]=[CH:30][C:25]4=5)[CH2:35][CH2:34]3)[CH:3]=1)=[O:9])[CH2:11][CH2:12]2. (3) The product is: [Cl:15][C:13]1[CH:12]=[C:4]([CH:3]=[C:2]([Cl:1])[CH:14]=1)[CH2:5][N:6]1[CH:10]=[CH:9][N:8]=[C:7]1[NH:11][C:23](=[O:30])[C:24]1[CH:29]=[CH:28][CH:27]=[CH:26][CH:25]=1. Given the reactants [Cl:1][C:2]1[CH:3]=[C:4]([CH:12]=[C:13]([Cl:15])[CH:14]=1)[CH2:5][N:6]1[CH:10]=[CH:9][N:8]=[C:7]1[NH2:11].CCN(CC)CC.[C:23](Cl)(=[O:30])[C:24]1[CH:29]=[CH:28][CH:27]=[CH:26][CH:25]=1, predict the reaction product. (4) Given the reactants C(OC(=O)[NH:7][C:8]1[CH:13]=[CH:12][C:11]([C:14]2[CH:19]=[CH:18][C:17]([CH3:20])=[CH:16][CH:15]=2)=[CH:10][C:9]=1[NH2:21])(C)(C)C.CC1(C)O[C:28]([C:30]2[CH:31]=[C:32]([CH:35]=[CH:36][CH:37]=2)[C:33]#[N:34])=[CH:27][C:26](=[O:38])O1.C(O)(C(F)(F)F)=O, predict the reaction product. The product is: [O:38]=[C:26]1[CH2:27][C:28]([C:30]2[CH:31]=[C:32]([CH:35]=[CH:36][CH:37]=2)[C:33]#[N:34])=[N:7][C:8]2[CH:13]=[CH:12][C:11]([C:14]3[CH:19]=[CH:18][C:17]([CH3:20])=[CH:16][CH:15]=3)=[CH:10][C:9]=2[NH:21]1. (5) Given the reactants [CH:1]([N:4]1[CH2:9][CH2:8][CH:7]([O:10][C:11]2[CH:19]=[CH:18][C:17]3[N:16]4[CH2:20][CH2:21][NH:22][C:23](=[O:24])[C:15]4=[CH:14][C:13]=3[CH:12]=2)[CH2:6][CH2:5]1)([CH3:3])[CH3:2].[H-].[Na+].Br[CH2:28][CH2:29][CH2:30][OH:31], predict the reaction product. The product is: [OH:31][CH2:30][CH2:29][CH2:28][N:22]1[CH2:21][CH2:20][N:16]2[C:17]3[CH:18]=[CH:19][C:11]([O:10][CH:7]4[CH2:8][CH2:9][N:4]([CH:1]([CH3:3])[CH3:2])[CH2:5][CH2:6]4)=[CH:12][C:13]=3[CH:14]=[C:15]2[C:23]1=[O:24].